Dataset: CYP3A4 substrate classification data from Carbon-Mangels et al.. Task: Regression/Classification. Given a drug SMILES string, predict its absorption, distribution, metabolism, or excretion properties. Task type varies by dataset: regression for continuous measurements (e.g., permeability, clearance, half-life) or binary classification for categorical outcomes (e.g., BBB penetration, CYP inhibition). Dataset: cyp3a4_substrate_carbonmangels. (1) The molecule is CCC[C@@H](C)C1(CC)C(=O)NC(=O)NC1=O. The result is 0 (non-substrate). (2) The result is 1 (substrate). The compound is CCc1cccc2cc([C@H](O)CNC(C)(C)C)oc12. (3) The molecule is Nc1nc2cc(Cl)ccc2o1. The result is 0 (non-substrate). (4) The compound is CCN(CC)CCS(=O)(=O)[C@@H]1CCN2C(=O)c3coc(n3)CC(=O)C[C@H](O)C=C(C)C=CCNC(=O)C=C[C@@H](C)[C@@H](C(C)C)OC(=O)[C@@H]12. The result is 0 (non-substrate). (5) The molecule is O=c1[nH]c2ccccc2n1CCCN1CCC(n2c(=O)[nH]c3cc(Cl)ccc32)CC1. The result is 0 (non-substrate). (6) The drug is CO[C@H]1C[C@@H]2CC[C@@H](C)[C@@](O)(O2)C(=O)C(=O)N2CCC[C@H](C2)C(=O)O[C@H]([C@H](C)C[C@@H]2CC[C@@H](O)[C@H](OC)C2)CC(=O)[C@H](C)C=C(C)[C@@H](O)[C@@H](OC)C(=O)[C@H](C)C[C@H](C)C=CC=CC=C1C. The result is 1 (substrate).